This data is from Forward reaction prediction with 1.9M reactions from USPTO patents (1976-2016). The task is: Predict the product of the given reaction. (1) The product is: [Br:1][C:2]1[CH:3]=[CH:4][C:5]([N:13]2[CH2:14][CH2:15][N:10]([CH3:9])[CH2:11][CH2:12]2)=[N:6][CH:7]=1. Given the reactants [Br:1][C:2]1[CH:3]=[CH:4][C:5](I)=[N:6][CH:7]=1.[CH3:9][N:10]1[CH2:15][CH2:14][NH:13][CH2:12][CH2:11]1, predict the reaction product. (2) Given the reactants Cl[C:2]1[C:3]2[CH2:11][N:10]([C:12]3[CH:19]=[CH:18][C:17]([CH3:20])=[CH:16][C:13]=3[C:14]#[N:15])[CH2:9][CH2:8][C:4]=2[N:5]=[CH:6][N:7]=1.[CH3:21][C:22]1[N:27]=[CH:26][C:25]([C@H:28]([NH2:30])[CH3:29])=[CH:24][N:23]=1.C(N(CC)C(C)C)(C)C, predict the reaction product. The product is: [CH3:20][C:17]1[CH:18]=[CH:19][C:12]([N:10]2[CH2:9][CH2:8][C:4]3[N:5]=[CH:6][N:7]=[C:2]([NH:30][C@@H:28]([C:25]4[CH:24]=[N:23][C:22]([CH3:21])=[N:27][CH:26]=4)[CH3:29])[C:3]=3[CH2:11]2)=[C:13]([CH:16]=1)[C:14]#[N:15]. (3) Given the reactants [C@H:1]12[CH2:7][C@H:4]([CH2:5][CH2:6]1)[CH2:3][C@H:2]2[O:8][C:9]1[N:14]=[C:13]([C:15]([F:18])([F:17])[F:16])[C:12]([C:19](O)=[O:20])=[CH:11][N:10]=1.Cl.C(N=C=NCCCN(C)C)C.ON1C2C=CC=CC=2N=N1.[NH:44]1[CH2:49][CH2:48][S:47](=[O:51])(=[O:50])[CH2:46][CH2:45]1, predict the reaction product. The product is: [C@H:1]12[CH2:7][C@H:4]([CH2:5][CH2:6]1)[CH2:3][C@H:2]2[O:8][C:9]1[N:14]=[C:13]([C:15]([F:18])([F:16])[F:17])[C:12]([C:19]([N:44]2[CH2:49][CH2:48][S:47](=[O:51])(=[O:50])[CH2:46][CH2:45]2)=[O:20])=[CH:11][N:10]=1. (4) Given the reactants [CH2:1]([N:4]1[C:12]2[C:11](=[O:13])[N:10]([CH3:14])[C:9](=[O:15])[N:8]([CH3:16])[C:7]=2[N:6]=[C:5]1Cl)[CH:2]=[CH2:3].[CH3:18][C@H:19]1[CH2:24][NH:23][CH2:22][C@@H:21]([CH3:25])[NH:20]1.N12CCCN=C1CCCCC2, predict the reaction product. The product is: [CH2:1]([N:4]1[C:12]2[C:11](=[O:13])[N:10]([CH3:14])[C:9](=[O:15])[N:8]([CH3:16])[C:7]=2[N:6]=[C:5]1[N:23]1[CH2:22][CH:21]([CH3:25])[NH:20][CH:19]([CH3:18])[CH2:24]1)[CH:2]=[CH2:3]. (5) Given the reactants [C:1]([C:3]1[C:4]([NH2:10])=[N:5][C:6]([NH2:9])=[CH:7][CH:8]=1)#[CH:2].[Br:11][C:12]1[CH:17]=[CH:16][C:15]([CH2:18][C:19](Cl)=[N:20][OH:21])=[CH:14][CH:13]=1.C(N(CC)CC)C, predict the reaction product. The product is: [Br:11][C:12]1[CH:13]=[CH:14][C:15]([CH2:18][C:19]2[CH:2]=[C:1]([C:3]3[C:4]([NH2:10])=[N:5][C:6]([NH2:9])=[CH:7][CH:8]=3)[O:21][N:20]=2)=[CH:16][CH:17]=1. (6) Given the reactants [Cl:1][C:2]([Cl:33])([Cl:32])[CH2:3][O:4][C:5]([C@@H:7]1[CH2:12][CH2:11][CH2:10][N:9]([C:13](=[O:31])[C@@H:14]([NH:16][C:17](=[O:30])[C@@H:18]([NH:22]C(OC(C)(C)C)=O)[CH:19]([CH3:21])[CH3:20])[CH3:15])[NH:8]1)=[O:6].C[Si](OS(C(F)(F)F)(=O)=O)(C)C, predict the reaction product. The product is: [Cl:32][C:2]([Cl:1])([Cl:33])[CH2:3][O:4][C:5]([C@@H:7]1[CH2:12][CH2:11][CH2:10][N:9]([C:13](=[O:31])[C@@H:14]([NH:16][C:17](=[O:30])[C@@H:18]([NH2:22])[CH:19]([CH3:21])[CH3:20])[CH3:15])[NH:8]1)=[O:6].